This data is from CYP2C9 inhibition data for predicting drug metabolism from PubChem BioAssay. The task is: Regression/Classification. Given a drug SMILES string, predict its absorption, distribution, metabolism, or excretion properties. Task type varies by dataset: regression for continuous measurements (e.g., permeability, clearance, half-life) or binary classification for categorical outcomes (e.g., BBB penetration, CYP inhibition). Dataset: cyp2c9_veith. (1) The compound is COc1ccc(-n2ccnc2SCC(=O)Nc2ccc(OC)cc2OC)cc1. The result is 1 (inhibitor). (2) The compound is COc1cccc(Cn2c(=O)c(-c3cccs3)nc3cnc(N4CCNCC4)nc32)c1. The result is 1 (inhibitor).